From a dataset of Reaction yield outcomes from USPTO patents with 853,638 reactions. Predict the reaction yield, written as a fraction of the theoretical maximum amount of product (1.0 means a 100% yield; for example, 0.34 means a 34% yield). The reactants are C(OC([N:6]1[CH:10]=[C:9]([C:11]2[C:12]3[CH:19]=[CH:18][N:17]([CH2:20][O:21][CH2:22][CH2:23][Si:24]([CH3:27])([CH3:26])[CH3:25])[C:13]=3[N:14]=[CH:15][N:16]=2)[CH:8]=[N:7]1)C)C.O.Cl.[OH-].[Na+]. The catalyst is O1CCCC1. The product is [NH:6]1[CH:10]=[C:9]([C:11]2[C:12]3[CH:19]=[CH:18][N:17]([CH2:20][O:21][CH2:22][CH2:23][Si:24]([CH3:27])([CH3:26])[CH3:25])[C:13]=3[N:14]=[CH:15][N:16]=2)[CH:8]=[N:7]1. The yield is 0.821.